Dataset: Forward reaction prediction with 1.9M reactions from USPTO patents (1976-2016). Task: Predict the product of the given reaction. (1) Given the reactants ClC1C(OC2C=CC(Cl)=C(C(F)(F)F)C=2)=CC(F)=C(C=1)C(O)=O.[Cl:24][C:25]1[C:26]([CH2:35][O:36][C:37]2[CH:38]=[N:39][C:40]([O:44][CH:45]([CH3:47])[CH3:46])=[C:41]([Cl:43])[CH:42]=2)=[CH:27][C:28]([F:34])=[C:29]([CH:33]=1)[C:30]([OH:32])=O.CN(C)S(N)(=O)=O.[N:55]1([S:59]([NH2:62])(=[O:61])=[O:60])[CH2:58][CH2:57][CH2:56]1, predict the reaction product. The product is: [N:55]1([S:59]([NH:62][C:30](=[O:32])[C:29]2[CH:33]=[C:25]([Cl:24])[C:26]([CH2:35][O:36][C:37]3[CH:38]=[N:39][C:40]([O:44][CH:45]([CH3:47])[CH3:46])=[C:41]([Cl:43])[CH:42]=3)=[CH:27][C:28]=2[F:34])(=[O:61])=[O:60])[CH2:58][CH2:57][CH2:56]1. (2) Given the reactants CC1(C)OB([C:7]2[C:12]3[CH2:13][O:14][C:15](=[O:17])[NH:16][C:11]=3[CH:10]=[CH:9][CH:8]=2)OC1(C)C.Cl[C:22]1[CH:27]=[CH:26][N:25]=[C:24]([NH2:28])[C:23]=1[N+:29]([O-])=O.[CH3:32][N:33]1[CH:37]=[C:36]([CH:38]=O)[CH:35]=[N:34]1, predict the reaction product. The product is: [CH3:32][N:33]1[CH:37]=[C:36]([C:38]2[NH:28][C:24]3=[N:25][CH:26]=[CH:27][C:22]([C:7]4[C:12]5[CH2:13][O:14][C:15](=[O:17])[NH:16][C:11]=5[CH:10]=[CH:9][CH:8]=4)=[C:23]3[N:29]=2)[CH:35]=[N:34]1. (3) The product is: [Cl:4][C:5]1[CH:10]=[C:9]([C:11]2[CH2:12][C:13]([C:20]3[CH:25]=[C:24]([Cl:26])[CH:23]=[C:22]([Cl:27])[CH:21]=3)([C:16]([F:17])([F:18])[F:19])[O:14][CH:15]=2)[CH:8]=[CH:7][C:6]=1[CH2:28][NH2:29]. Given the reactants O.NN.[Cl:4][C:5]1[CH:10]=[C:9]([C:11]2[CH2:12][C:13]([C:20]3[CH:25]=[C:24]([Cl:26])[CH:23]=[C:22]([Cl:27])[CH:21]=3)([C:16]([F:19])([F:18])[F:17])[O:14][CH:15]=2)[CH:8]=[CH:7][C:6]=1[CH2:28][N:29]1C(=O)C2C(=CC=CC=2)C1=O, predict the reaction product. (4) Given the reactants [Cl:1][C:2]1[N:7]=[CH:6][N:5]=[C:4]([NH2:8])[C:3]=1[C:9]1[CH:13]=[C:12]([Si](C)(C)C)[O:11][N:10]=1.[F-].[Cs+], predict the reaction product. The product is: [Cl:1][C:2]1[N:7]=[CH:6][N:5]=[C:4]([NH2:8])[C:3]=1[C:9]1[CH:13]=[CH:12][O:11][N:10]=1. (5) Given the reactants [CH3:1][C:2]1[O:6][N:5]=[C:4]([C:7]2[CH:12]=[CH:11][CH:10]=[CH:9][CH:8]=2)[C:3]=1[CH2:13][O:14][C:15]1[CH:23]=[CH:22][C:18]([C:19]([OH:21])=O)=[CH:17][N:16]=1.Cl.[F:25][C:26]1([F:32])[CH2:31][CH2:30][NH:29][CH2:28][CH2:27]1, predict the reaction product. The product is: [F:25][C:26]1([F:32])[CH2:31][CH2:30][N:29]([C:19]([C:18]2[CH:17]=[N:16][C:15]([O:14][CH2:13][C:3]3[C:4]([C:7]4[CH:8]=[CH:9][CH:10]=[CH:11][CH:12]=4)=[N:5][O:6][C:2]=3[CH3:1])=[CH:23][CH:22]=2)=[O:21])[CH2:28][CH2:27]1. (6) Given the reactants C([Si]([O:8][CH2:9][C:10]1[CH:14]=[C:13]([CH2:15]B2OCC(C)(C)CO2)[O:12][C:11]=1[CH3:24])(C)C)(C)(C)C.ClC1[N:27]=[N:28][C:29]([CH3:32])=[CH:30][CH:31]=1.C(=O)([O-])[O-].[Na+].[Na+].COCCOC, predict the reaction product. The product is: [CH3:24][C:11]1[O:12][C:13]([C:15]2[N:27]=[N:28][C:29]([CH3:32])=[CH:30][CH:31]=2)=[CH:14][C:10]=1[CH2:9][OH:8].